From a dataset of Forward reaction prediction with 1.9M reactions from USPTO patents (1976-2016). Predict the product of the given reaction. Given the reactants C(P(CCCC)CCCC)CCC.N(C(OCC)=O)=NC(OCC)=O.[CH3:26][C@@H:27]([CH2:31][CH:32]=[CH2:33])[C@@H:28](O)[CH3:29].[N:34]1[CH:39]=[CH:38][CH:37]=[N:36][C:35]=1[SH:40], predict the reaction product. The product is: [CH3:26][C@@H:27]([CH2:31][CH:32]=[CH2:33])[C@H:28]([S:40][C:35]1[N:36]=[CH:37][CH:38]=[CH:39][N:34]=1)[CH3:29].